Dataset: NCI-60 drug combinations with 297,098 pairs across 59 cell lines. Task: Regression. Given two drug SMILES strings and cell line genomic features, predict the synergy score measuring deviation from expected non-interaction effect. (1) Drug 1: CC(CN1CC(=O)NC(=O)C1)N2CC(=O)NC(=O)C2. Drug 2: CN(C)N=NC1=C(NC=N1)C(=O)N. Cell line: SF-268. Synergy scores: CSS=22.7, Synergy_ZIP=6.94, Synergy_Bliss=14.0, Synergy_Loewe=4.71, Synergy_HSA=9.06. (2) Drug 1: C1=NC2=C(N=C(N=C2N1C3C(C(C(O3)CO)O)F)Cl)N. Drug 2: CC(C)NC(=O)C1=CC=C(C=C1)CNNC.Cl. Cell line: CCRF-CEM. Synergy scores: CSS=71.3, Synergy_ZIP=-0.369, Synergy_Bliss=-0.207, Synergy_Loewe=-57.3, Synergy_HSA=-1.36.